The task is: Predict the product of the given reaction.. This data is from Forward reaction prediction with 1.9M reactions from USPTO patents (1976-2016). (1) Given the reactants FC1C=N[C:5]([N:8]2[CH2:12][CH:11]([C:13]([O:15]C(C)(C)C)=[O:14])[N:10]([CH3:20])[C:9]2=[O:21])=NC=1.[F:22][C:23](F)([F:27])C(O)=O.C1(C)C=CC=CC=1, predict the reaction product. The product is: [F:22][CH:23]([F:27])[CH2:20][N:10]1[CH:11]([C:13]([OH:15])=[O:14])[CH2:12][N:8]([CH3:5])[C:9]1=[O:21]. (2) Given the reactants [CH:1]([C:7]1[C:8]([C:12]2[CH2:13][N:14](C)[CH2:15][CH2:16][CH:17]=2)=[N:9][O:10][CH:11]=1)=[CH:2][CH2:3][CH2:4][CH2:5][CH3:6].[CH:19](/B(O)O)=[CH:20]\CCCCCC.[O-]P([O-])([O-])=O.[K+].[K+].[K+].COC1C=CC=C(OC)C=1C1C=CC=CC=1P(C1CCCCC1)C1CCCCC1, predict the reaction product. The product is: [CH:1]([C:7]1[C:8]([C:12]2[CH:13]=[N:14][CH:15]=[CH:16][CH:17]=2)=[N:9][O:10][CH:11]=1)=[CH:2][CH2:3][CH2:4][CH2:5][CH2:6][CH2:19][CH3:20]. (3) Given the reactants [C:1](=[S:4])([S-:3])[NH2:2].[NH4+].[Br-].[Br:7][CH2:8][C:9]([C:11]1[CH:16]=[CH:15][N+:14]([CH3:17])=[CH:13][CH:12]=1)=O, predict the reaction product. The product is: [Br-:7].[CH3:17][N+:14]1[CH:15]=[CH:16][C:11]([C:9]2[N:2]=[C:1]([SH:3])[S:4][CH:8]=2)=[CH:12][CH:13]=1. (4) Given the reactants F[C:2]1[CH:7]=[C:6]([CH3:8])[CH:5]=[CH:4][N:3]=1.[CH3:9][CH:10]([CH3:13])[C:11]#[N:12].C[Si](C)(C)[N-][Si](C)(C)C.[K+], predict the reaction product. The product is: [CH3:9][C:10]([C:2]1[CH:7]=[C:6]([CH3:8])[CH:5]=[CH:4][N:3]=1)([CH3:13])[C:11]#[N:12].